The task is: Predict the reaction yield, written as a fraction of the theoretical maximum amount of product (1.0 means a 100% yield; for example, 0.34 means a 34% yield).. This data is from Reaction yield outcomes from USPTO patents with 853,638 reactions. (1) The reactants are Cl[C:2]1[N:7]=[C:6]([NH:8][CH2:9][CH2:10][C:11]2[C:19]3[O:18][CH2:17][C:16]([CH3:21])([CH3:20])[C:15]=3[CH:14]=[CH:13][CH:12]=2)[CH:5]=[CH:4][N:3]=1.[CH3:22][N:23]1[CH2:28][CH2:27][N:26]([C:29]2[CH:34]=[CH:33][C:32](B3OC(C)(C)C(C)(C)O3)=[CH:31][N:30]=2)[CH2:25][CH2:24]1.C([O-])([O-])=O.[Na+].[Na+].C1(P(C2CCCCC2)C2C=CC=CC=2C2C(OC)=C(S(O[Na])(=O)=O)C=CC=2OC)CCCCC1.N#N. The catalyst is CC(O)C.CC([O-])=O.CC([O-])=O.[Pd+2]. The product is [CH3:20][C:16]1([CH3:21])[C:15]2[CH:14]=[CH:13][CH:12]=[C:11]([CH2:10][CH2:9][NH:8][C:6]3[CH:5]=[C:4]([C:32]4[CH:31]=[N:30][C:29]([N:26]5[CH2:25][CH2:24][N:23]([CH3:22])[CH2:28][CH2:27]5)=[CH:34][CH:33]=4)[N:3]=[CH:2][N:7]=3)[C:19]=2[O:18][CH2:17]1. The yield is 0.360. (2) The product is [CH3:44][O:43][N:42]([CH3:41])[C:18]([C:9]1[O:8][C:7]([C:1]2[CH:2]=[CH:3][CH:4]=[CH:5][CH:6]=2)=[N:11][C:10]=1[C:12]1[CH:13]=[CH:14][CH:15]=[CH:16][CH:17]=1)=[O:20]. The reactants are [C:1]1([C:7]2[O:8][C:9]([C:18]([OH:20])=O)=[C:10]([C:12]3[CH:17]=[CH:16][CH:15]=[CH:14][CH:13]=3)[N:11]=2)[CH:6]=[CH:5][CH:4]=[CH:3][CH:2]=1.C(N1C=CN=C1)(N1C=CN=C1)=O.C(N(CC)CC)C.Cl.[CH3:41][NH:42][O:43][CH3:44]. The yield is 0.750. The catalyst is C1COCC1. (3) The reactants are [C:1]([NH:4][C:5]1[CH:9]=[C:8]([Cl:10])[NH:7][C:6]=1[C:11]([O:13][CH2:14][CH3:15])=[O:12])(=[O:3])[CH3:2].[Br:16][C:17]1[CH:22]=[CH:21][C:20](B(O)O)=[CH:19][CH:18]=1.N1C=CC=CC=1.O. The catalyst is C(Cl)Cl.C([O-])(=O)C.[Cu+2].C([O-])(=O)C. The product is [C:1]([NH:4][C:5]1[CH:9]=[C:8]([Cl:10])[N:7]([C:20]2[CH:21]=[CH:22][C:17]([Br:16])=[CH:18][CH:19]=2)[C:6]=1[C:11]([O:13][CH2:14][CH3:15])=[O:12])(=[O:3])[CH3:2]. The yield is 0.274.